Dataset: Full USPTO retrosynthesis dataset with 1.9M reactions from patents (1976-2016). Task: Predict the reactants needed to synthesize the given product. (1) Given the product [C:3]([O:7][C:8]([N:10]([CH3:32])[C:11]1[CH:16]=[CH:15][CH:14]=[CH:13][C:12]=1[C:17]1[CH:26]=[CH:25][C:20]([C:21]([O:23][CH3:24])=[O:22])=[C:19]([N+:27]([O-:29])=[O:28])[CH:18]=1)=[O:9])([CH3:6])([CH3:4])[CH3:5], predict the reactants needed to synthesize it. The reactants are: [H-].[Na+].[C:3]([O:7][C:8]([NH:10][C:11]1[CH:16]=[CH:15][CH:14]=[CH:13][C:12]=1[C:17]1[CH:26]=[CH:25][C:20]([C:21]([O:23][CH3:24])=[O:22])=[C:19]([N+:27]([O-:29])=[O:28])[CH:18]=1)=[O:9])([CH3:6])([CH3:5])[CH3:4].CI.[C:32](O)(=O)CC(CC(O)=O)(C(O)=O)O. (2) Given the product [Br:1][C:2]1[CH:3]=[CH:4][C:5]2[CH2:11][CH2:10][CH2:9][CH2:8][N:7]([CH3:13])[C:6]=2[CH:12]=1, predict the reactants needed to synthesize it. The reactants are: [Br:1][C:2]1[CH:3]=[CH:4][C:5]2[CH2:11][CH2:10][CH2:9][CH2:8][NH:7][C:6]=2[CH:12]=1.[C:13](O)(=O)C.C=O.C([BH3-])#N.[Na+].C(=O)([O-])O.[Na+]. (3) Given the product [O:30]1[CH2:35][CH2:34][O:33][C:32]2[CH:36]=[C:37]([NH:40][C:21](=[O:22])[NH:20][C:17]3[CH:16]=[CH:15][C:14]([C:11]4[S:10][C:9]([CH2:8][CH2:7][C:2]([CH3:1])([CH3:29])[C:3]([O:5][CH3:6])=[O:4])=[N:13][CH:12]=4)=[CH:19][CH:18]=3)[CH:38]=[CH:39][C:31]1=2, predict the reactants needed to synthesize it. The reactants are: [CH3:1][C:2]([CH3:29])([CH2:7][CH2:8][C:9]1[S:10][C:11]([C:14]2[CH:19]=[CH:18][C:17]([NH:20][C:21](N3CCCCC3)=[O:22])=[CH:16][CH:15]=2)=[CH:12][N:13]=1)[C:3]([O:5][CH3:6])=[O:4].[O:30]1[CH2:35][CH2:34][O:33][C:32]2[CH:36]=[C:37]([NH2:40])[CH:38]=[CH:39][C:31]1=2. (4) Given the product [N+:1]([C:4]1[CH:5]=[CH:6][C:7]2[O:12][C@:11]([CH3:18])([CH:13]([O:16][CH3:17])[O:14][CH3:15])[C@H:10]([OH:19])[C@@H:9]([N:28]([C:23]3[CH:24]=[CH:25][CH:26]=[CH:27][C:22]=3[OH:21])[CH2:29][C:30]3[N:31]=[N:32][N:33]([CH3:35])[N:34]=3)[C:8]=2[CH:20]=1)([O-:3])=[O:2], predict the reactants needed to synthesize it. The reactants are: [N+:1]([C:4]1[CH:5]=[CH:6][C:7]2[O:12][C@:11]([CH3:18])([CH:13]([O:16][CH3:17])[O:14][CH3:15])[C@@H:10]3[O:19][C@@H:9]3[C:8]=2[CH:20]=1)([O-:3])=[O:2].[OH:21][C:22]1[CH:27]=[CH:26][CH:25]=[CH:24][C:23]=1[NH:28][CH2:29][C:30]1[N:31]=[N:32][N:33]([CH3:35])[N:34]=1.